Predict which catalyst facilitates the given reaction. From a dataset of Catalyst prediction with 721,799 reactions and 888 catalyst types from USPTO. (1) Reactant: C(N(CC)CC)C.[CH:8]([C:10]1[C:18]2[C:13](=[CH:14][CH:15]=[CH:16][CH:17]=2)[N:12](C(OC(C)(C)C)=O)[CH:11]=1)=[O:9].[F:26][C:27]1[CH:42]=[CH:41][C:30]([CH:31]=[N:32][C:33]2[CH:38]=[CH:37][N:36]=[C:35]([O:39][CH3:40])[CH:34]=2)=[CH:29][CH:28]=1. Product: [F:26][C:27]1[CH:28]=[CH:29][C:30]([CH:31]([NH:32][C:33]2[CH:38]=[CH:37][N:36]=[C:35]([O:39][CH3:40])[CH:34]=2)[C:8]([C:10]2[C:18]3[C:13](=[CH:14][CH:15]=[CH:16][CH:17]=3)[NH:12][CH:11]=2)=[O:9])=[CH:41][CH:42]=1. The catalyst class is: 433. (2) Reactant: [OH:1][C:2]1[CH:3]=[C:4]2[C:9](=[CH:10][CH:11]=1)[CH:8]=[C:7]([C:12]1[C:20]3[C:15](=[CH:16][CH:17]=[C:18]([C:21]#[N:22])[CH:19]=3)[N:14]([CH:23]3[CH2:28][CH2:27][CH2:26][CH2:25][O:24]3)[N:13]=1)[CH:6]=[CH:5]2.C1(P(C2C=CC=CC=2)C2C=CC=CC=2)C=CC=CC=1.[CH3:48][C@H:49]1[CH2:53][CH2:52][C@@H:51]([CH3:54])[N:50]1[CH2:55][CH2:56]O.CC(OC(/N=N/C(OC(C)C)=O)=O)C. Product: [CH3:48][CH:49]1[CH2:53][CH2:52][CH:51]([CH3:54])[N:50]1[CH2:55][CH2:56][O:1][C:2]1[CH:3]=[C:4]2[C:9](=[CH:10][CH:11]=1)[CH:8]=[C:7]([C:12]1[C:20]3[C:15](=[CH:16][CH:17]=[C:18]([C:21]#[N:22])[CH:19]=3)[N:14]([CH:23]3[CH2:28][CH2:27][CH2:26][CH2:25][O:24]3)[N:13]=1)[CH:6]=[CH:5]2. The catalyst class is: 1. (3) Reactant: [CH2:1]([O:3][C:4](=[O:18])[CH2:5][CH:6]1[O:10][B:9]([OH:11])[C:8]2[CH:12]=[C:13]([OH:17])[CH:14]=[C:15]([CH3:16])[C:7]1=2)[CH3:2].[C:19]([O-])([O-])=O.[Cs+].[Cs+].CI.Cl. Product: [CH2:1]([O:3][C:4](=[O:18])[CH2:5][CH:6]1[O:10][B:9]([OH:11])[C:8]2[CH:12]=[C:13]([O:17][CH3:19])[CH:14]=[C:15]([CH3:16])[C:7]1=2)[CH3:2]. The catalyst class is: 3. (4) Reactant: C(OC(=O)[N:7]([CH:44]([CH3:46])[CH3:45])[CH2:8][CH2:9][O:10][C:11]1[CH:16]=[CH:15][C:14]([NH:17][C:18]2[N:23]=[C:22]([N:24]3[C:28]4[CH:29]=[CH:30][CH:31]=[CH:32][C:27]=4[N:26]=[C:25]3[O:33][C:34]3[CH:39]=[CH:38][CH:37]=[CH:36][C:35]=3[O:40][CH3:41])[CH:21]=[CH:20][N:19]=2)=[CH:13][C:12]=1[O:42][CH3:43])(C)(C)C.FC(F)(F)C(O)=O. Product: [CH3:46][CH:44]([NH:7][CH2:8][CH2:9][O:10][C:11]1[CH:16]=[CH:15][C:14]([NH:17][C:18]2[N:23]=[C:22]([N:24]3[C:28]4[CH:29]=[CH:30][CH:31]=[CH:32][C:27]=4[N:26]=[C:25]3[O:33][C:34]3[CH:39]=[CH:38][CH:37]=[CH:36][C:35]=3[O:40][CH3:41])[CH:21]=[CH:20][N:19]=2)=[CH:13][C:12]=1[O:42][CH3:43])[CH3:45]. The catalyst class is: 4. (5) Reactant: O[Li].O.[CH3:4][O:5][C:6]1[CH:7]=[C:8]2[C:12](=[CH:13][CH:14]=1)[N:11]([CH3:15])[CH:10]=[C:9]2[CH2:16][C:17]([O:19]C)=[O:18]. The catalyst class is: 20. Product: [CH3:4][O:5][C:6]1[CH:7]=[C:8]2[C:12](=[CH:13][CH:14]=1)[N:11]([CH3:15])[CH:10]=[C:9]2[CH2:16][C:17]([OH:19])=[O:18]. (6) Reactant: C[Si]([N-][Si](C)(C)C)(C)C.[Na+].[NH:11]1[C:19]2[C:14](=[N:15][CH:16]=[CH:17][CH:18]=2)[C:13]([N:20]2[CH2:25][CH2:24][N:23]3[CH2:26][CH2:27][CH2:28][CH2:29][CH:22]3[CH2:21]2)=[CH:12]1.Cl.[N:31]1[CH:36]=[CH:35][CH:34]=[C:33]([S:37](Cl)(=[O:39])=[O:38])[CH:32]=1.CN(CC)C. Product: [N:31]1[CH:36]=[CH:35][CH:34]=[C:33]([S:37]([N:11]2[C:19]3[C:14](=[N:15][CH:16]=[CH:17][CH:18]=3)[C:13]([N:20]3[CH2:25][CH2:24][N:23]4[CH2:26][CH2:27][CH2:28][CH2:29][CH:22]4[CH2:21]3)=[CH:12]2)(=[O:39])=[O:38])[CH:32]=1. The catalyst class is: 213. (7) Reactant: [NH2:1][C:2]1[CH:7]=[CH:6][C:5]([C@@H:8]2[CH2:10][C@H:9]2[N:11]([CH2:19][CH:20]2[CH2:22][CH2:21]2)[C:12](=[O:18])[O:13][C:14]([CH3:17])([CH3:16])[CH3:15])=[CH:4][CH:3]=1.C(N(CC)CC)C.[C:30]1([CH3:39])[CH:35]=[CH:34][C:33]([C:36](Cl)=[O:37])=[CH:32][CH:31]=1.[Cl-].[NH4+]. Product: [C:14]([O:13][C:12](=[O:18])[N:11]([CH2:19][CH:20]1[CH2:22][CH2:21]1)[C@@H:9]1[CH2:10][C@H:8]1[C:5]1[CH:6]=[CH:7][C:2]([NH:1][C:36](=[O:37])[C:33]2[CH:34]=[CH:35][C:30]([CH3:39])=[CH:31][CH:32]=2)=[CH:3][CH:4]=1)([CH3:17])([CH3:16])[CH3:15]. The catalyst class is: 1. (8) Reactant: C(OC(=O)[NH:7][N:8]1[CH:12]=[C:11]([C:13]2[CH:14]=[N:15][N:16]([CH3:18])[CH:17]=2)[N:10]=[C:9]1[CH3:19])(C)(C)C.[F:21][C:22]([F:27])([F:26])[C:23]([OH:25])=[O:24]. Product: [F:21][C:22]([F:27])([F:26])[C:23]([OH:25])=[O:24].[CH3:19][C:9]1[N:8]([NH2:7])[CH:12]=[C:11]([C:13]2[CH:14]=[N:15][N:16]([CH3:18])[CH:17]=2)[N:10]=1. The catalyst class is: 2. (9) Reactant: O=S(Cl)Cl.[NH2:5][C:6]1[CH:7]=[C:8]([CH:27]=[CH:28][C:29]=1[NH2:30])[C:9]([NH:11][C:12]1[CH:17]=[CH:16][C:15]([CH2:18][CH2:19][N:20]2[CH2:25][CH2:24][N:23]([CH3:26])[CH2:22][CH2:21]2)=[CH:14][CH:13]=1)=[O:10].[OH:31][C:32]1[CH:37]=[CH:36][C:35]([C:38]2[CH:43]=[C:42]([O:44][CH3:45])[CH:41]=[CH:40][C:39]=2[O:46][CH3:47])=[CH:34][C:33]=1[CH:48]=O.CO. Product: [CH3:26][N:23]1[CH2:24][CH2:25][N:20]([CH2:19][CH2:18][C:15]2[CH:14]=[CH:13][C:12]([NH:11][C:9]([C:8]3[CH:27]=[CH:28][C:29]4[N:30]=[C:48]([C:33]5[CH:34]=[C:35]([C:38]6[CH:43]=[C:42]([O:44][CH3:45])[CH:41]=[CH:40][C:39]=6[O:46][CH3:47])[CH:36]=[CH:37][C:32]=5[OH:31])[NH:5][C:6]=4[CH:7]=3)=[O:10])=[CH:17][CH:16]=2)[CH2:21][CH2:22]1. The catalyst class is: 4.